The task is: Predict the reactants needed to synthesize the given product.. This data is from Full USPTO retrosynthesis dataset with 1.9M reactions from patents (1976-2016). (1) Given the product [F:30][C:29]([F:31])([F:32])[C:27]1[CH:26]=[C:5]([CH:4]=[C:3]([C:2]([F:1])([F:33])[F:34])[CH:28]=1)[CH2:6][N:7]([CH:11]1[CH2:17][CH2:16][CH2:15][NH:14][C:13]2[C:18]([Br:35])=[CH:19][C:20]([C:22]([F:23])([F:24])[F:25])=[CH:21][C:12]1=2)[C:8](=[O:10])[CH3:9], predict the reactants needed to synthesize it. The reactants are: [F:1][C:2]([F:34])([F:33])[C:3]1[CH:4]=[C:5]([CH:26]=[C:27]([C:29]([F:32])([F:31])[F:30])[CH:28]=1)[CH2:6][N:7]([CH:11]1[CH2:17][CH2:16][CH2:15][NH:14][C:13]2[CH:18]=[CH:19][C:20]([C:22]([F:25])([F:24])[F:23])=[CH:21][C:12]1=2)[C:8](=[O:10])[CH3:9].[Br:35]Br. (2) The reactants are: [CH2:1](Br)[C:2]1[CH:7]=[CH:6][CH:5]=[CH:4][CH:3]=1.[OH:9][CH2:10][CH2:11][CH2:12][CH2:13][CH2:14][CH2:15][CH2:16][CH2:17][CH2:18][CH2:19][CH2:20][C:21]([OH:23])=[O:22].C1CCN2C(=NCCC2)CC1.CCCCCC.C(OC(=O)C)C. Given the product [CH2:1]([O:23][C:21](=[O:22])[CH2:20][CH2:19][CH2:18][CH2:17][CH2:16][CH2:15][CH2:14][CH2:13][CH2:12][CH2:11][CH2:10][OH:9])[C:2]1[CH:7]=[CH:6][CH:5]=[CH:4][CH:3]=1, predict the reactants needed to synthesize it. (3) Given the product [OH:38][C:32]([C:34]([F:37])([F:36])[F:35])=[O:33].[N:15]1[N:11]2[CH2:12][CH2:13][CH2:14][NH:8][CH2:9][C:10]2=[CH:17][C:16]=1[C:18]([N:20]1[CH:21]2[CH2:28][CH2:27][CH2:26][CH:25]1[CH2:24][CH:23]([C:29]([OH:31])=[O:30])[CH2:22]2)=[O:19], predict the reactants needed to synthesize it. The reactants are: C(OC([N:8]1[CH2:14][CH2:13][CH2:12][N:11]2[N:15]=[C:16]([C:18]([N:20]3[CH:25]4[CH2:26][CH2:27][CH2:28][CH:21]3[CH2:22][CH:23]([C:29]([OH:31])=[O:30])[CH2:24]4)=[O:19])[CH:17]=[C:10]2[CH2:9]1)=O)(C)(C)C.[C:32]([OH:38])([C:34]([F:37])([F:36])[F:35])=[O:33]. (4) Given the product [CH2:1]([C@@H:3]([CH2:6][CH2:7][CH3:8])[CH2:4][O:5][S:17]([CH3:16])(=[O:19])=[O:18])[CH3:2], predict the reactants needed to synthesize it. The reactants are: [CH2:1]([C@@H:3]([CH2:6][CH2:7][CH3:8])[CH2:4][OH:5])[CH3:2].CCN(CC)CC.[CH3:16][S:17](Cl)(=[O:19])=[O:18]. (5) The reactants are: [Br:1][C:2]1[N:7]=[C:6]([NH:8][C:9]2[CH:10]=[C:11]3[C:16](=[CH:17][CH:18]=2)[CH2:15][N:14](C(OC(C)(C)C)=O)[CH2:13][CH2:12]3)[C:5](=[O:26])[N:4]([CH3:27])[CH:3]=1.Cl. Given the product [Br:1][C:2]1[N:7]=[C:6]([NH:8][C:9]2[CH:10]=[C:11]3[C:16](=[CH:17][CH:18]=2)[CH2:15][NH:14][CH2:13][CH2:12]3)[C:5](=[O:26])[N:4]([CH3:27])[CH:3]=1, predict the reactants needed to synthesize it. (6) Given the product [C:34]([O:33][C:31]([N:13]1[CH2:14][CH2:15][N:6]2[C:5](=[O:16])[C:4]3[C:8]([CH:7]2[CH2:12]1)=[CH:9][CH:10]=[CH:11][C:3]=3[O:2][CH3:1])=[O:32])([CH3:37])([CH3:36])[CH3:35], predict the reactants needed to synthesize it. The reactants are: [CH3:1][O:2][C:3]1[CH:11]=[CH:10][CH:9]=[C:8]2[C:4]=1[C:5](=[O:16])[N:6]1[CH2:15][CH2:14][NH:13][CH2:12][CH:7]12.FC(F)(F)OC1C=CC=CC=1C(O)=O.[C:31](O[C:31]([O:33][C:34]([CH3:37])([CH3:36])[CH3:35])=[O:32])([O:33][C:34]([CH3:37])([CH3:36])[CH3:35])=[O:32]. (7) Given the product [Cl:1][C:2]1[CH:3]=[CH:4][C:5]([S:8][C:25]2[O:29][C:28]([CH:30]3[CH2:32][CH2:31]3)=[N:27][C:26]=2[CH2:33][O:34][C:35]2[CH:44]=[CH:43][C:38]([C:39]([O:41][CH3:42])=[O:40])=[CH:37][CH:36]=2)=[N:6][CH:7]=1, predict the reactants needed to synthesize it. The reactants are: [Cl:1][C:2]1[CH:3]=[CH:4][C:5]([SH:8])=[N:6][CH:7]=1.CN(C)CC(O)=O.[O-]P([O-])([O-])=O.[K+].[K+].[K+].Br[C:25]1[O:29][C:28]([CH:30]2[CH2:32][CH2:31]2)=[N:27][C:26]=1[CH2:33][O:34][C:35]1[CH:44]=[CH:43][C:38]([C:39]([O:41][CH3:42])=[O:40])=[CH:37][CH:36]=1. (8) Given the product [NH2:24][C:16]1[S:17][C@:18]2([CH:21]([F:23])[F:22])[C@H:20]([C@:14]([C:12]3[CH:13]=[C:8]([NH:7][C:36](=[O:37])[C:33]4[C:32]([CH3:39])=[CH:31][C:30]([C:28]#[N:29])=[CH:35][N:34]=4)[CH:9]=[C:10]([F:27])[C:11]=3[F:26])([CH3:25])[N:15]=1)[CH2:19]2, predict the reactants needed to synthesize it. The reactants are: CCCP(=O)=O.[NH2:7][C:8]1[CH:9]=[C:10]([F:27])[C:11]([F:26])=[C:12]([C@:14]2([CH3:25])[C@H:20]3[C@:18]([CH:21]([F:23])[F:22])([CH2:19]3)[S:17][C:16]([NH2:24])=[N:15]2)[CH:13]=1.[C:28]([C:30]1[CH:31]=[C:32]([CH3:39])[C:33]([C:36](O)=[O:37])=[N:34][CH:35]=1)#[N:29].C(P1(=O)OP(CCC)(=O)OP(CCC)(=O)O1)CC. (9) Given the product [CH:14]1([NH:21][C:11]([C:2]2[CH:3]=[N:4][C:5]3[C:10](=[CH:9][CH:8]=[CH:7][CH:6]=3)[N:1]=2)=[O:12])[CH2:20][CH2:19][CH2:18][CH2:17][CH2:16][CH2:15]1, predict the reactants needed to synthesize it. The reactants are: [N:1]1[C:10]2[C:5](=[CH:6][CH:7]=[CH:8][CH:9]=2)[N:4]=[CH:3][C:2]=1[C:11](Cl)=[O:12].[CH:14]1([NH2:21])[CH2:20][CH2:19][CH2:18][CH2:17][CH2:16][CH2:15]1.N1C=CC=CC=1. (10) The reactants are: [CH2:1]1[O:5][C:4]2[CH:6]=[C:7]([Br:12])[C:8]([CH:10]=O)=[CH:9][C:3]=2[O:2]1.Cl.O[NH2:15].CC([O-])=O.[Na+]. Given the product [Br:12][C:7]1[C:8]([C:10]#[N:15])=[CH:9][C:3]2[O:2][CH2:1][O:5][C:4]=2[CH:6]=1, predict the reactants needed to synthesize it.